From a dataset of Peptide-MHC class I binding affinity with 185,985 pairs from IEDB/IMGT. Regression. Given a peptide amino acid sequence and an MHC pseudo amino acid sequence, predict their binding affinity value. This is MHC class I binding data. (1) The peptide sequence is ATTNAHCALL. The MHC is HLA-A01:01 with pseudo-sequence HLA-A01:01. The binding affinity (normalized) is 0.173. (2) The peptide sequence is WREQLGQKF. The MHC is HLA-B27:05 with pseudo-sequence HLA-B27:05. The binding affinity (normalized) is 0.0847. (3) The binding affinity (normalized) is 0.0847. The peptide sequence is ERLQICQRK. The MHC is HLA-B15:01 with pseudo-sequence HLA-B15:01. (4) The peptide sequence is NMDKAVKLY. The MHC is HLA-A01:01 with pseudo-sequence HLA-A01:01. The binding affinity (normalized) is 0.444. (5) The peptide sequence is NMENITSGFL. The MHC is Patr-A0701 with pseudo-sequence Patr-A0701. The binding affinity (normalized) is 0.0138. (6) The peptide sequence is YLLSGITGI. The binding affinity (normalized) is 0.408. The MHC is H-2-Kd with pseudo-sequence H-2-Kd.